Predict the product of the given reaction. From a dataset of Forward reaction prediction with 1.9M reactions from USPTO patents (1976-2016). (1) Given the reactants S(=O)(=O)(O)O.[CH3:6][S:7]([N:10]1[CH2:15][CH2:14][N:13]([C@@H:16]([CH2:21][NH:22][C:23](=[O:37])[C:24]2[CH:29]=[CH:28][C:27]([O:30]COCCOC)=[CH:26][CH:25]=2)[C:17]([O:19][CH3:20])=[O:18])[CH2:12][CH2:11]1)(=[O:9])=[O:8].C(=O)([O-])O.[Na+], predict the reaction product. The product is: [OH:30][C:27]1[CH:28]=[CH:29][C:24]([C:23]([NH:22][CH2:21][C@H:16]([N:13]2[CH2:12][CH2:11][N:10]([S:7]([CH3:6])(=[O:9])=[O:8])[CH2:15][CH2:14]2)[C:17]([O:19][CH3:20])=[O:18])=[O:37])=[CH:25][CH:26]=1. (2) The product is: [NH2:45][C:46]([CH3:84])([CH2:77][C:78]1[CH:79]=[CH:80][CH:81]=[CH:82][CH:83]=1)[CH2:47][O:48][CH2:49][C:50]1[CH:55]=[C:54]([CH:53]=[C:52]([N:69]([S:70]([CH3:73])(=[O:72])=[O:71])[CH2:74][CH2:75][CH3:76])[CH:51]=1)[C:56]([N:58]([CH2:59][CH2:63][CH3:64])[CH2:62][CH2:61][CH3:60])=[O:57]. Given the reactants C(OC(NC(C)(CC1C=CC=CC=1)COCC1C=C(C=C(N(S(C)(=O)=O)CCC)C=1)C(O)=O)=O)(C)(C)C.C(NCCC)CC.[NH2:45][C:46]([CH3:84])([CH2:77][C:78]1[CH:83]=[CH:82][CH:81]=[CH:80][CH:79]=1)[CH2:47][O:48][CH2:49][C:50]1[CH:51]=[C:52]([N:69]([CH2:74][CH2:75][CH3:76])[S:70]([CH3:73])(=[O:72])=[O:71])[CH:53]=[C:54]([C:56]([N:58]2[CH2:62][CH2:61][CH2:60][CH:59]2[C:63]2C=CC=C[CH:64]=2)=[O:57])[CH:55]=1, predict the reaction product. (3) Given the reactants [OH-:1].[Na+].[F:3][C:4]([F:36])([F:35])[CH2:5][C:6]([CH3:34])([NH:9][C:10]1[CH:15]=[CH:14][C:13]([C:16]2[CH:21]=[C:20]([NH:22][C:23]3[N:28]=[C:27]([C:29]([F:32])([F:31])[F:30])[CH:26]=[CH:25][N:24]=3)[CH:19]=[C:18]([CH3:33])[CH:17]=2)=[CH:12][N:11]=1)[C:7]#N.CS(C)=[O:39], predict the reaction product. The product is: [F:3][C:4]([F:36])([F:35])[CH2:5][C@@:6]([C:7]([OH:39])=[O:1])([CH3:34])[NH:9][C:10]1[CH:15]=[CH:14][C:13]([C:16]2[CH:21]=[C:20]([NH:22][C:23]3[N:28]=[C:27]([C:29]([F:32])([F:31])[F:30])[CH:26]=[CH:25][N:24]=3)[CH:19]=[C:18]([CH3:33])[CH:17]=2)=[CH:12][N:11]=1. (4) Given the reactants C([O:3][C:4](=[O:33])[CH:5]([O:30][CH2:31][CH3:32])[CH2:6][C:7]1[CH:12]=[CH:11][C:10]([O:13][CH2:14][C:15]2[N:16]=[C:17]([C:21]3[CH:26]=[C:25]([CH3:27])[CH:24]=[C:23]([CH3:28])[CH:22]=3)[O:18][C:19]=2[CH3:20])=[CH:9][C:8]=1[CH3:29])C.[Li+].[OH-], predict the reaction product. The product is: [CH3:28][C:23]1[CH:22]=[C:21]([C:17]2[O:18][C:19]([CH3:20])=[C:15]([CH2:14][O:13][C:10]3[CH:11]=[CH:12][C:7]([CH2:6][CH:5]([O:30][CH2:31][CH3:32])[C:4]([OH:33])=[O:3])=[C:8]([CH3:29])[CH:9]=3)[N:16]=2)[CH:26]=[C:25]([CH3:27])[CH:24]=1.